Dataset: NCI-60 drug combinations with 297,098 pairs across 59 cell lines. Task: Regression. Given two drug SMILES strings and cell line genomic features, predict the synergy score measuring deviation from expected non-interaction effect. (1) Drug 1: CC1=C(C=C(C=C1)NC2=NC=CC(=N2)N(C)C3=CC4=NN(C(=C4C=C3)C)C)S(=O)(=O)N.Cl. Drug 2: COC1=CC(=CC(=C1O)OC)C2C3C(COC3=O)C(C4=CC5=C(C=C24)OCO5)OC6C(C(C7C(O6)COC(O7)C8=CC=CS8)O)O. Cell line: SW-620. Synergy scores: CSS=22.0, Synergy_ZIP=0.601, Synergy_Bliss=-5.61, Synergy_Loewe=-42.1, Synergy_HSA=-12.8. (2) Synergy scores: CSS=19.6, Synergy_ZIP=-7.13, Synergy_Bliss=-2.10, Synergy_Loewe=-0.173, Synergy_HSA=0.722. Drug 1: CC1C(C(CC(O1)OC2CC(CC3=C2C(=C4C(=C3O)C(=O)C5=C(C4=O)C(=CC=C5)OC)O)(C(=O)C)O)N)O.Cl. Cell line: RXF 393. Drug 2: C1C(C(OC1N2C=NC(=NC2=O)N)CO)O. (3) Drug 1: CCCCCOC(=O)NC1=NC(=O)N(C=C1F)C2C(C(C(O2)C)O)O. Drug 2: CC(C)(C#N)C1=CC(=CC(=C1)CN2C=NC=N2)C(C)(C)C#N. Cell line: CAKI-1. Synergy scores: CSS=-10.1, Synergy_ZIP=0.928, Synergy_Bliss=-4.21, Synergy_Loewe=-5.59, Synergy_HSA=-6.93. (4) Drug 1: C1=CC(=CC=C1CCC2=CNC3=C2C(=O)NC(=N3)N)C(=O)NC(CCC(=O)O)C(=O)O. Drug 2: CC1C(C(CC(O1)OC2CC(CC3=C2C(=C4C(=C3O)C(=O)C5=C(C4=O)C(=CC=C5)OC)O)(C(=O)C)O)N)O.Cl. Cell line: SK-MEL-5. Synergy scores: CSS=20.0, Synergy_ZIP=-1.80, Synergy_Bliss=4.98, Synergy_Loewe=-5.57, Synergy_HSA=2.92. (5) Drug 1: CCC1=CC2CC(C3=C(CN(C2)C1)C4=CC=CC=C4N3)(C5=C(C=C6C(=C5)C78CCN9C7C(C=CC9)(C(C(C8N6C)(C(=O)OC)O)OC(=O)C)CC)OC)C(=O)OC.C(C(C(=O)O)O)(C(=O)O)O. Drug 2: CCCS(=O)(=O)NC1=C(C(=C(C=C1)F)C(=O)C2=CNC3=C2C=C(C=N3)C4=CC=C(C=C4)Cl)F. Cell line: SK-MEL-28. Synergy scores: CSS=53.1, Synergy_ZIP=-1.14, Synergy_Bliss=-1.50, Synergy_Loewe=-1.72, Synergy_HSA=1.96. (6) Drug 1: CC(C1=C(C=CC(=C1Cl)F)Cl)OC2=C(N=CC(=C2)C3=CN(N=C3)C4CCNCC4)N. Drug 2: CN1C(=O)N2C=NC(=C2N=N1)C(=O)N. Cell line: SF-268. Synergy scores: CSS=2.15, Synergy_ZIP=-0.294, Synergy_Bliss=1.75, Synergy_Loewe=-4.57, Synergy_HSA=-1.65. (7) Drug 1: CS(=O)(=O)C1=CC(=C(C=C1)C(=O)NC2=CC(=C(C=C2)Cl)C3=CC=CC=N3)Cl. Drug 2: CS(=O)(=O)OCCCCOS(=O)(=O)C. Cell line: K-562. Synergy scores: CSS=10.2, Synergy_ZIP=-3.99, Synergy_Bliss=-5.47, Synergy_Loewe=-10.0, Synergy_HSA=-7.39.